Predict the reactants needed to synthesize the given product. From a dataset of Full USPTO retrosynthesis dataset with 1.9M reactions from patents (1976-2016). (1) Given the product [NH2:10][C:5]1[CH:4]=[CH:3][C:2]([CH:21]2[CH2:26][CH2:25][N:24]([C:27]([O:29][C:30]([CH3:33])([CH3:32])[CH3:31])=[O:28])[CH2:23][CH2:22]2)=[CH:7][C:6]=1[O:8][CH3:9], predict the reactants needed to synthesize it. The reactants are: Cl[C:2]1[CH:3]=[CH:4][C:5]([N+:10]([O-])=O)=[C:6]([O:8][CH3:9])[CH:7]=1.CC1(C)C(C)(C)OB([C:21]2[CH2:22][CH2:23][N:24]([C:27]([O:29][C:30]([CH3:33])([CH3:32])[CH3:31])=[O:28])[CH2:25][CH:26]=2)O1.C([O-])([O-])=O.[Na+].[Na+]. (2) Given the product [CH:12]([N:10]1[CH:11]=[C:7]([Sn:20]([CH2:21][CH2:22][CH2:23][CH3:24])([CH2:25][CH2:26][CH2:27][CH3:28])[CH2:16][CH2:17][CH2:18][CH3:19])[CH:8]=[N:9]1)([CH3:14])[CH3:13], predict the reactants needed to synthesize it. The reactants are: C([Li])CCC.Br[C:7]1[CH:8]=[N:9][N:10]([CH:12]([CH3:14])[CH3:13])[CH:11]=1.[Cl-].[CH2:16]([SnH:20]([CH2:25][CH2:26][CH2:27][CH3:28])[CH2:21][CH2:22][CH2:23][CH3:24])[CH2:17][CH2:18][CH3:19]. (3) Given the product [OH:41][C@@H:40]([CH3:42])[C:39]([N:29]1[CH2:30][CH2:31][N:26]([CH2:25][C:23]2[S:24][C:19]3[C:18]([N:33]4[CH2:34][CH2:35][O:36][CH2:37][CH2:38]4)=[N:17][C:16]([C:13]4[CH:14]=[N:15][C:10]([NH:9][CH3:8])=[N:11][CH:12]=4)=[N:21][C:20]=3[C:22]=2[CH3:32])[CH2:27][CH2:28]1)=[O:43], predict the reactants needed to synthesize it. The reactants are: C(O)(C(F)(F)F)=O.[CH3:8][NH:9][C:10]1[N:15]=[CH:14][C:13]([C:16]2[N:17]=[C:18]([N:33]3[CH2:38][CH2:37][O:36][CH2:35][CH2:34]3)[C:19]3[S:24][C:23]([CH2:25][N:26]4[CH2:31][CH2:30][NH:29][CH2:28][CH2:27]4)=[C:22]([CH3:32])[C:20]=3[N:21]=2)=[CH:12][N:11]=1.[C:39](O)(=[O:43])[C@H:40]([CH3:42])[OH:41].